Predict the reaction yield, written as a fraction of the theoretical maximum amount of product (1.0 means a 100% yield; for example, 0.34 means a 34% yield). From a dataset of Reaction yield outcomes from USPTO patents with 853,638 reactions. The catalyst is C(OCC)C.O.C(OCC)(=O)C. The product is [NH2:4][C:3]1[CH:5]=[CH:6][CH:7]=[CH:8][C:2]=1[C:1]([CH:10]1[CH2:14][CH2:13][CH2:12][CH2:11]1)=[O:18]. The reactants are [C:1](#N)[C:2]1[C:3](=[CH:5][CH:6]=[CH:7][CH:8]=1)[NH2:4].[CH:10]1([Mg]Br)[CH2:14][CH2:13][CH2:12][CH2:11]1.Cl.[OH-:18].[Na+].O. The yield is 0.936.